Dataset: Catalyst prediction with 721,799 reactions and 888 catalyst types from USPTO. Task: Predict which catalyst facilitates the given reaction. (1) Reactant: Br[C:2]1[C:3]([NH:9][CH:10]2[CH2:14][CH2:13][CH2:12][CH2:11]2)=[N:4][C:5]([Cl:8])=[N:6][CH:7]=1.[Cl-].[Li+].C([O-])(=O)C.[K+].[CH3:22][CH:23]([OH:27])[C:24]#[C:25][CH3:26]. Product: [Cl:8][C:5]1[N:6]=[CH:7][C:2]2[C:25]([CH3:26])=[C:24]([CH:23]([OH:27])[CH3:22])[N:9]([CH:10]3[CH2:14][CH2:13][CH2:12][CH2:11]3)[C:3]=2[N:4]=1. The catalyst class is: 274. (2) Reactant: C(OC([N:8]1[CH2:13][CH2:12][C@H:11]([CH2:14][O:15][C:16]2[N:17]=[N:18][C:19]([CH2:35][CH2:36][CH2:37][CH3:38])=[C:20]([C:22]3[CH:27]=[CH:26][C:25]([O:28][CH:29]4[CH2:34][CH2:33][CH2:32][CH2:31][CH2:30]4)=[CH:24][CH:23]=3)[CH:21]=2)[C@H:10]([O:39][CH3:40])[CH2:9]1)=O)(C)(C)C.[ClH:41]. Product: [ClH:41].[ClH:41].[CH2:35]([C:19]1[N:18]=[N:17][C:16]([O:15][CH2:14][C@H:11]2[CH2:12][CH2:13][NH:8][CH2:9][C@H:10]2[O:39][CH3:40])=[CH:21][C:20]=1[C:22]1[CH:23]=[CH:24][C:25]([O:28][CH:29]2[CH2:30][CH2:31][CH2:32][CH2:33][CH2:34]2)=[CH:26][CH:27]=1)[CH2:36][CH2:37][CH3:38]. The catalyst class is: 135. (3) Reactant: [CH2:1]([N:8]([CH3:32])[CH:9]1[CH2:14][CH:13]([C:15](=[O:24])[NH:16][C:17]2[CH:22]=[CH:21][C:20]([Cl:23])=[CH:19][CH:18]=2)[CH2:12][N:11](C(OC(C)(C)C)=O)[CH2:10]1)[C:2]1[CH:7]=[CH:6][CH:5]=[CH:4][CH:3]=1.FC(F)(F)C(O)=O. Product: [CH2:1]([N:8]([CH3:32])[CH:9]1[CH2:10][NH:11][CH2:12][CH:13]([C:15]([NH:16][C:17]2[CH:18]=[CH:19][C:20]([Cl:23])=[CH:21][CH:22]=2)=[O:24])[CH2:14]1)[C:2]1[CH:3]=[CH:4][CH:5]=[CH:6][CH:7]=1. The catalyst class is: 4. (4) Reactant: [Cl:1][C:2]1[CH:7]=[CH:6][C:5]([C:8]([C:10]2[N:11]([CH3:15])[CH:12]=[CH:13][CH:14]=2)=[O:9])=[CH:4][CH:3]=1.[C:16](Cl)(=[O:23])[C:17]1[CH:22]=[CH:21][N:20]=[CH:19][CH:18]=1.[Cl-].[Al+3].[Cl-].[Cl-]. Product: [Cl:1][C:2]1[CH:7]=[CH:6][C:5]([C:8]([C:10]2[N:11]([CH3:15])[CH:12]=[C:13]([C:16]([C:17]3[CH:22]=[CH:21][N:20]=[CH:19][CH:18]=3)=[O:23])[CH:14]=2)=[O:9])=[CH:4][CH:3]=1. The catalyst class is: 26. (5) Reactant: [CH2:1]([O:8][C:9](=[O:28])[NH:10][C@@H:11]([CH3:27])[CH2:12][N:13]1[C:21]2[C:16](=[CH:17][CH:18]=[C:19]3[O:24][C:23]([CH2:25][NH2:26])=[CH:22][C:20]3=2)[CH:15]=[N:14]1)[C:2]1[CH:7]=[CH:6][CH:5]=[CH:4][CH:3]=1.C(N(CC)CC)C.[C:36]([NH:39][C:40]1[CH:49]=[CH:48][C:43]([S:44](Cl)(=[O:46])=[O:45])=[CH:42][CH:41]=1)(=[O:38])[CH3:37].C(=O)(O)[O-].[Na+]. Product: [CH2:1]([O:8][C:9](=[O:28])[NH:10][C@@H:11]([CH3:27])[CH2:12][N:13]1[C:21]2[C:16](=[CH:17][CH:18]=[C:19]3[O:24][C:23]([CH2:25][NH:26][S:44]([C:43]4[CH:42]=[CH:41][C:40]([NH:39][C:36](=[O:38])[CH3:37])=[CH:49][CH:48]=4)(=[O:46])=[O:45])=[CH:22][C:20]3=2)[CH:15]=[N:14]1)[C:2]1[CH:7]=[CH:6][CH:5]=[CH:4][CH:3]=1. The catalyst class is: 20.